Task: Regression. Given a peptide amino acid sequence and an MHC pseudo amino acid sequence, predict their binding affinity value. This is MHC class I binding data.. Dataset: Peptide-MHC class I binding affinity with 185,985 pairs from IEDB/IMGT (1) The peptide sequence is NTPLHIVCSK. The MHC is HLA-A11:01 with pseudo-sequence HLA-A11:01. The binding affinity (normalized) is 0.539. (2) The peptide sequence is WGYSLNFMGY. The MHC is Patr-A0301 with pseudo-sequence Patr-A0301. The binding affinity (normalized) is 0.135. (3) The peptide sequence is GVIHTNHSDI. The MHC is HLA-A02:02 with pseudo-sequence HLA-A02:02. The binding affinity (normalized) is 0.157. (4) The peptide sequence is DTGKKELALT. The MHC is HLA-A68:02 with pseudo-sequence HLA-A68:02. The binding affinity (normalized) is 0.149. (5) The peptide sequence is QVPLRPMTFK. The MHC is HLA-B44:02 with pseudo-sequence HLA-B44:02. The binding affinity (normalized) is 0. (6) The peptide sequence is FFSYLMKDK. The MHC is HLA-A33:01 with pseudo-sequence HLA-A33:01. The binding affinity (normalized) is 0.236. (7) The peptide sequence is KPVIVPDIKL. The MHC is HLA-B07:02 with pseudo-sequence HLA-B07:02. The binding affinity (normalized) is 0.495.